From a dataset of NCI-60 drug combinations with 297,098 pairs across 59 cell lines. Regression. Given two drug SMILES strings and cell line genomic features, predict the synergy score measuring deviation from expected non-interaction effect. (1) Drug 1: COC1=C(C=C2C(=C1)N=CN=C2NC3=CC(=C(C=C3)F)Cl)OCCCN4CCOCC4. Drug 2: B(C(CC(C)C)NC(=O)C(CC1=CC=CC=C1)NC(=O)C2=NC=CN=C2)(O)O. Cell line: K-562. Synergy scores: CSS=3.51, Synergy_ZIP=-1.66, Synergy_Bliss=-0.959, Synergy_Loewe=0.247, Synergy_HSA=-1.05. (2) Drug 1: CCCCCOC(=O)NC1=NC(=O)N(C=C1F)C2C(C(C(O2)C)O)O. Drug 2: CC1CCCC2(C(O2)CC(NC(=O)CC(C(C(=O)C(C1O)C)(C)C)O)C(=CC3=CSC(=N3)C)C)C. Cell line: HCC-2998. Synergy scores: CSS=63.3, Synergy_ZIP=12.2, Synergy_Bliss=10.5, Synergy_Loewe=-23.6, Synergy_HSA=11.3. (3) Drug 2: CC1C(C(CC(O1)OC2CC(CC3=C2C(=C4C(=C3O)C(=O)C5=C(C4=O)C(=CC=C5)OC)O)(C(=O)CO)O)N)O.Cl. Synergy scores: CSS=39.4, Synergy_ZIP=1.81, Synergy_Bliss=3.08, Synergy_Loewe=1.06, Synergy_HSA=3.82. Drug 1: CCCCC(=O)OCC(=O)C1(CC(C2=C(C1)C(=C3C(=C2O)C(=O)C4=C(C3=O)C=CC=C4OC)O)OC5CC(C(C(O5)C)O)NC(=O)C(F)(F)F)O. Cell line: K-562. (4) Drug 1: C1CCC(CC1)NC(=O)N(CCCl)N=O. Drug 2: C1=C(C(=O)NC(=O)N1)N(CCCl)CCCl. Cell line: SN12C. Synergy scores: CSS=50.4, Synergy_ZIP=0.829, Synergy_Bliss=2.90, Synergy_Loewe=-2.34, Synergy_HSA=5.01. (5) Drug 1: CC1=C2C(C(=O)C3(C(CC4C(C3C(C(C2(C)C)(CC1OC(=O)C(C(C5=CC=CC=C5)NC(=O)OC(C)(C)C)O)O)OC(=O)C6=CC=CC=C6)(CO4)OC(=O)C)O)C)O. Drug 2: C(CCl)NC(=O)N(CCCl)N=O. Cell line: NCI-H226. Synergy scores: CSS=6.70, Synergy_ZIP=-4.48, Synergy_Bliss=-8.53, Synergy_Loewe=-9.38, Synergy_HSA=-9.27. (6) Drug 1: CCC1(CC2CC(C3=C(CCN(C2)C1)C4=CC=CC=C4N3)(C5=C(C=C6C(=C5)C78CCN9C7C(C=CC9)(C(C(C8N6C=O)(C(=O)OC)O)OC(=O)C)CC)OC)C(=O)OC)O.OS(=O)(=O)O. Drug 2: CC(C)(C#N)C1=CC(=CC(=C1)CN2C=NC=N2)C(C)(C)C#N. Cell line: TK-10. Synergy scores: CSS=-2.99, Synergy_ZIP=3.46, Synergy_Bliss=4.54, Synergy_Loewe=-0.778, Synergy_HSA=0.0241.